The task is: Predict the product of the given reaction.. This data is from Forward reaction prediction with 1.9M reactions from USPTO patents (1976-2016). (1) Given the reactants [C:1]([O:5][C:6]([N:8]1[CH2:11][C:10](=[CH:12][C:13]2[N:14]([CH3:29])[C:15]3[C:20]([N:21]=2)=[C:19]([N:22]2[CH2:27][CH2:26][O:25][CH2:24][CH2:23]2)[N:18]=[C:17](Cl)[N:16]=3)[CH2:9]1)=[O:7])([CH3:4])([CH3:3])[CH3:2].[CH3:30][C:31]1[NH:32][C:33]2[CH:39]=[CH:38][CH:37]=[CH:36][C:34]=2[N:35]=1.CC(C1C=C(C(C)C)C(C2C=CC=CC=2P(C2CCCCC2)C2CCCCC2)=C(C(C)C)C=1)C.C([O-])([O-])=O.[Cs+].[Cs+], predict the reaction product. The product is: [C:1]([O:5][C:6]([N:8]1[CH2:11][C:10](=[CH:12][C:13]2[N:14]([CH3:29])[C:15]3[C:20]([N:21]=2)=[C:19]([N:22]2[CH2:27][CH2:26][O:25][CH2:24][CH2:23]2)[N:18]=[C:17]([N:32]2[C:33]4[CH:39]=[CH:38][CH:37]=[CH:36][C:34]=4[N:35]=[C:31]2[CH3:30])[N:16]=3)[CH2:9]1)=[O:7])([CH3:4])([CH3:3])[CH3:2]. (2) Given the reactants [NH2:1][C:2]1[CH:9]=[CH:8][C:5]([CH2:6][OH:7])=[CH:4][CH:3]=1.C(N(CC)C(C)C)(C)C.[C:19](Cl)(=[O:22])[CH:20]=[CH2:21].C(OCC)(=O)C, predict the reaction product. The product is: [OH:7][CH2:6][C:5]1[CH:8]=[CH:9][C:2]([NH:1][C:19](=[O:22])[CH:20]=[CH2:21])=[CH:3][CH:4]=1. (3) Given the reactants [C:1]([N:4]1[C:13]2[C:8](=[CH:9][C:10]([C:14]3[N:18]=[C:17]([CH2:19][CH2:20][NH:21]C(OC(C)(C)C)=O)[O:16][N:15]=3)=[CH:11][CH:12]=2)[C@H:7]([NH:29][C:30](=[O:35])[O:31][CH:32]([CH3:34])[CH3:33])[CH2:6][C@@H:5]1[CH3:36])(=[O:3])[CH3:2].[ClH:37].CCOCC, predict the reaction product. The product is: [ClH:37].[C:1]([N:4]1[C:13]2[C:8](=[CH:9][C:10]([C:14]3[N:18]=[C:17]([CH2:19][CH2:20][NH2:21])[O:16][N:15]=3)=[CH:11][CH:12]=2)[C@H:7]([NH:29][C:30](=[O:35])[O:31][CH:32]([CH3:33])[CH3:34])[CH2:6][C@@H:5]1[CH3:36])(=[O:3])[CH3:2]. (4) Given the reactants [Cl:1][C:2]1[CH:7]=[CH:6][C:5]([C:8]2[C:14]3[C:15]([CH3:19])=[C:16]([CH3:18])[S:17][C:13]=3[N:12]3[C:20]([CH3:23])=[N:21][N:22]=[C:11]3[C@@:10]3([CH2:25][C@H:24]3[CH2:26][O:27]C)[N:9]=2)=[CH:4][CH:3]=1.B(Br)(Br)[Br:30].CO.C([O-])(O)=O.[Na+], predict the reaction product. The product is: [Cl:1][C:2]1[CH:3]=[CH:4][C:5]([C:8]2[C:14]3[C:15]([CH3:19])=[C:16]([CH3:18])[S:17][C:13]=3[N:12]3[C:20]([CH3:23])=[N:21][N:22]=[C:11]3[C@@:10]3([CH2:25][C@H:24]3[CH2:26][OH:27])[N:9]=2)=[CH:6][CH:7]=1.[Br:30][CH2:26][C@H:24]1[C@@:10]2([N:9]=[C:8]([C:5]3[CH:6]=[CH:7][C:2]([Cl:1])=[CH:3][CH:4]=3)[C:14]3[C:15]([CH3:19])=[C:16]([CH3:18])[S:17][C:13]=3[N:12]3[C:20]([CH3:23])=[N:21][N:22]=[C:11]23)[CH2:25]1. (5) Given the reactants Cl[C:2]1[N:7]=[C:6]([N:8]([CH:19]2[CH2:24][C:23]([CH3:26])([CH3:25])[NH:22][C:21]([CH3:28])([CH3:27])[CH2:20]2)[CH:9]2[CH2:14][C:13]([CH3:16])([CH3:15])[NH:12][C:11]([CH3:18])([CH3:17])[CH2:10]2)[N:5]=[C:4]([N:29]([CH:40]2[CH2:45][C:44]([CH3:47])([CH3:46])[NH:43][C:42]([CH3:49])([CH3:48])[CH2:41]2)[CH:30]2[CH2:35][C:34]([CH3:37])([CH3:36])[NH:33][C:32]([CH3:39])([CH3:38])[CH2:31]2)[N:3]=1.[CH3:50][NH2:51], predict the reaction product. The product is: [CH3:50][NH:51][C:2]1[N:7]=[C:6]([N:8]([CH:19]2[CH2:24][C:23]([CH3:26])([CH3:25])[NH:22][C:21]([CH3:28])([CH3:27])[CH2:20]2)[CH:9]2[CH2:10][C:11]([CH3:17])([CH3:18])[NH:12][C:13]([CH3:15])([CH3:16])[CH2:14]2)[N:5]=[C:4]([N:29]([CH:40]2[CH2:45][C:44]([CH3:46])([CH3:47])[NH:43][C:42]([CH3:49])([CH3:48])[CH2:41]2)[CH:30]2[CH2:35][C:34]([CH3:37])([CH3:36])[NH:33][C:32]([CH3:39])([CH3:38])[CH2:31]2)[N:3]=1.